Dataset: Full USPTO retrosynthesis dataset with 1.9M reactions from patents (1976-2016). Task: Predict the reactants needed to synthesize the given product. (1) Given the product [NH2:16][CH2:15][CH2:13][O:14][C:2]1[CH:11]=[C:10]2[C:5]([C:6](=[O:12])[NH:7][CH:8]=[N:9]2)=[CH:4][CH:3]=1, predict the reactants needed to synthesize it. The reactants are: F[C:2]1[CH:11]=[C:10]2[C:5]([C:6](=[O:12])[NH:7][CH:8]=[N:9]2)=[CH:4][CH:3]=1.[CH2:13]([CH2:15][NH2:16])[OH:14]. (2) Given the product [CH3:4][C:2]([N:5]1[C:9]([C:10]2[CH:11]=[CH:12][C:13]([N+:16]([O-:18])=[O:17])=[CH:14][CH:15]=2)=[C:8]([C:45]2[CH:46]=[CH:47][N:50]=[C:32]3[NH:31][CH:48]=[CH:49][C:44]=23)[CH:7]=[N:6]1)([CH3:3])[CH3:1], predict the reactants needed to synthesize it. The reactants are: [CH3:1][C:2]([N:5]1[C:9]([C:10]2[CH:15]=[CH:14][C:13]([N+:16]([O-:18])=[O:17])=[CH:12][CH:11]=2)=[C:8](B2OC(C)(C)C(C)(C)O2)[CH:7]=[N:6]1)([CH3:4])[CH3:3].C(N1C=C(B2OC(C)(C)C(C)(C)O2)[C:32]([C:44]2[CH:49]=[CH:48][C:47]([N+:50]([O-])=O)=[CH:46][CH:45]=2)=[N:31]1)C.